This data is from Full USPTO retrosynthesis dataset with 1.9M reactions from patents (1976-2016). The task is: Predict the reactants needed to synthesize the given product. (1) Given the product [CH3:3][C:4]1[CH:9]=[CH:8][N:7]=[C:6]([CH2:10][OH:11])[CH:5]=1, predict the reactants needed to synthesize it. The reactants are: [OH-].[Na+].[CH3:3][C:4]1[CH:9]=[CH:8][N:7]=[C:6]([CH2:10][O:11]C(=O)C)[CH:5]=1. (2) The reactants are: [NH:1]1[C:9]2[CH:8]=[CH:7][CH:6]=[C:5]([O:10][CH2:11][CH:12]3[O:14][CH2:13]3)[C:4]=2[CH:3]=[CH:2]1.[NH:15]1[C:19]2[CH:20]=[CH:21][CH:22]=[C:23]([N:24]3[CH2:29][CH2:28][NH:27][CH2:26][CH2:25]3)[C:18]=2[N:17]=[CH:16]1. Given the product [NH:1]1[C:9]2[C:4](=[C:5]([O:10][CH2:11][CH:12]([OH:14])[CH2:13][N:27]3[CH2:28][CH2:29][N:24]([C:23]4[C:18]5[N:17]=[CH:16][NH:15][C:19]=5[CH:20]=[CH:21][CH:22]=4)[CH2:25][CH2:26]3)[CH:6]=[CH:7][CH:8]=2)[CH:3]=[CH:2]1, predict the reactants needed to synthesize it. (3) Given the product [C:11]([O:15][C:16](=[O:29])[N:17]([C:19]1[CH:24]=[C:23]([O:10][C:6]2[CH:7]=[CH:8][CH:9]=[C:4]([NH2:3])[CH:5]=2)[CH:22]=[CH:21][C:20]=1[N+:26]([O-:28])=[O:27])[CH3:18])([CH3:14])([CH3:13])[CH3:12], predict the reactants needed to synthesize it. The reactants are: [H-].[Na+].[NH2:3][C:4]1[CH:5]=[C:6]([OH:10])[CH:7]=[CH:8][CH:9]=1.[C:11]([O:15][C:16](=[O:29])[N:17]([C:19]1[CH:24]=[C:23](Cl)[CH:22]=[CH:21][C:20]=1[N+:26]([O-:28])=[O:27])[CH3:18])([CH3:14])([CH3:13])[CH3:12]. (4) Given the product [Cl:1][C:2]1[CH:3]=[CH:4][C:5]2[O:9][CH:8]([CH2:10][N:11]3[CH2:16][CH2:15][N:14]([C:17](=[O:22])[CH2:18][O:43][C:40]4[CH:39]=[CH:38][C:37]([NH:36][C:33]5[CH:34]=[CH:35][C:30]([N+:27]([O-:29])=[O:28])=[C:31]([C:44]([F:45])([F:46])[F:47])[CH:32]=5)=[CH:42][CH:41]=4)[CH2:13][CH2:12]3)[CH2:7][C:6]=2[CH:20]=1, predict the reactants needed to synthesize it. The reactants are: [Cl:1][C:2]1[CH:3]=[CH:4][C:5]2[O:9][CH:8]([CH2:10][N:11]3[CH2:16][CH2:15][N:14]([CH2:17][CH2:18]Cl)[CH2:13][CH2:12]3)[CH2:7][C:6]=2[CH:20]=1.C(=O)([O-])[O-:22].[K+].[K+].[N+:27]([C:30]1[CH:35]=[CH:34][C:33]([NH:36][C:37]2[CH:42]=[CH:41][C:40]([OH:43])=[CH:39][CH:38]=2)=[CH:32][C:31]=1[C:44]([F:47])([F:46])[F:45])([O-:29])=[O:28]. (5) Given the product [CH3:1][C:2]1[C:3]([CH:8]2[CH2:13][CH2:12][CH2:11][CH:10]([C:14]3[C:19]([CH3:20])=[CH:18][CH:17]=[CH:16][N:15]=3)[N:9]2[CH2:22][C:23]2[C:24]([C:28]#[N:29])=[CH:25][S:26][CH:27]=2)=[N:4][CH:5]=[CH:6][CH:7]=1, predict the reactants needed to synthesize it. The reactants are: [CH3:1][C:2]1[C:3]([C@H:8]2[CH2:13][CH2:12][CH2:11][C@@H:10]([C:14]3[C:19]([CH3:20])=[CH:18][CH:17]=[CH:16][N:15]=3)[NH:9]2)=[N:4][CH:5]=[CH:6][CH:7]=1.Br[CH2:22][C:23]1[C:24]([C:28]#[N:29])=[CH:25][S:26][CH:27]=1.CCN(C(C)C)C(C)C. (6) The reactants are: F[B-](F)(F)F.[F:6][S:7]([F:19])([F:18])([F:17])([F:16])[C:8]1[CH:13]=[CH:12][C:11]([N+:14]#[N:15])=[CH:10][CH:9]=1.[CH3:20][O:21][C:22]1[CH:27]=[CH:26][CH:25]=[C:24]([O:28][CH3:29])[CH:23]=1. Given the product [CH3:20][O:21][C:22]1[CH:23]=[C:24]([O:28][CH3:29])[CH:25]=[CH:26][C:27]=1/[N:15]=[N:14]/[C:11]1[CH:12]=[CH:13][C:8]([S:7]([F:16])([F:17])([F:18])([F:19])[F:6])=[CH:9][CH:10]=1, predict the reactants needed to synthesize it. (7) The reactants are: C[O:2][C:3](=[O:34])[C:4]1[CH:9]=[C:8]([Cl:10])[C:7]([O:11][C:12]2[CH:17]=[CH:16][N:15]=[CH:14][C:13]=2[C:18]([N:20]2[C:29]3[C:24](=[CH:25][CH:26]=[CH:27][CH:28]=3)[N:23]([CH:30]3[CH2:32][CH2:31]3)[CH2:22][CH2:21]2)=[O:19])=[CH:6][C:5]=1[Cl:33].O.[OH-].[Li+]. Given the product [Cl:33][C:5]1[CH:6]=[C:7]([O:11][C:12]2[CH:17]=[CH:16][N:15]=[CH:14][C:13]=2[C:18]([N:20]2[C:29]3[C:24](=[CH:25][CH:26]=[CH:27][CH:28]=3)[N:23]([CH:30]3[CH2:31][CH2:32]3)[CH2:22][CH2:21]2)=[O:19])[C:8]([Cl:10])=[CH:9][C:4]=1[C:3]([OH:34])=[O:2], predict the reactants needed to synthesize it. (8) Given the product [CH3:1][O:2][C:3]([C@@H:5]1[CH2:34][C@@H:33]2[CH2:35][N:6]1[C:7](=[O:45])[C@H:8]([CH:40]1[CH2:41][CH2:42][CH2:43][CH2:44]1)[NH:9][C:10](=[O:39])[O:11][C@@H:12]1[CH2:38][CH2:37][CH2:36][C@H:13]1[CH2:14][CH2:15][CH2:16][CH2:17][CH2:18][C:19]1[C:20]([O:32]2)=[N:21][C:22]2[CH:23]=[CH:24][CH:25]=[CH:26][C:27]=2[C:28]=1[O:29][CH2:30][CH3:31])=[O:4], predict the reactants needed to synthesize it. The reactants are: [CH3:1][O:2][C:3]([C@@H:5]1[CH2:34][C@@H:33]2[CH2:35][N:6]1[C:7](=[O:45])[C@H:8]([CH:40]1[CH2:44][CH2:43][CH2:42][CH2:41]1)[NH:9][C:10](=[O:39])[O:11][C@@H:12]1[CH2:38][CH2:37][CH2:36][C@H:13]1[CH2:14][CH2:15][CH:16]=[CH:17][CH2:18][C:19]1[C:20]([O:32]2)=[N:21][C:22]2[CH:23]=[CH:24][CH:25]=[CH:26][C:27]=2[C:28]=1[O:29][CH2:30][CH3:31])=[O:4]. (9) Given the product [C:5]1(=[O:26])[C:6]2[C:7]3[C:12](=[CH:11][CH:10]=[CH:9][CH:8]=3)[C:13]3[C:18](=[CH:17][CH:16]=[CH:15][CH:14]=3)[C:19]3[C:24](=[CH:23][CH:22]=[CH:21][CH:20]=3)[C:25]=2[CH:2]=[CH:3][C:4]1=[O:27].[CH:39]1[C:38]2[CH2:37][C:49]3[C:44](=[CH:45][CH:46]=[CH:47][CH:48]=3)[C:43]=2[CH:42]=[CH:41][CH:40]=1, predict the reactants needed to synthesize it. The reactants are: Br[C:2]1[C:25]2[C:24]3[C:19](=[CH:20][CH:21]=[CH:22][CH:23]=3)[C:18]3[C:13](=[CH:14][CH:15]=[CH:16][CH:17]=3)[C:12]3[C:7](=[CH:8][CH:9]=[CH:10][CH:11]=3)[C:6]=2[C:5](=[O:26])[C:4](=[O:27])[C:3]=1Br.C([C:37]1(CCCCCCCC)[C:49]2[CH:48]=[C:47](B3OC(C)(C)C(C)(C)O3)[CH:46]=[CH:45][C:44]=2[C:43]2[C:38]1=[CH:39][C:40](B1OC(C)(C)C(C)(C)O1)=[CH:41][CH:42]=2)CCCCCCC.C(=O)([O-])[O-].[Na+].[Na+].